From a dataset of Forward reaction prediction with 1.9M reactions from USPTO patents (1976-2016). Predict the product of the given reaction. (1) The product is: [CH2:1]([O:3][C:4](=[O:19])[CH2:5][O:46][C:43]1[CH:42]=[CH:41][C:40]([C:22]([CH2:20][CH3:21])=[C:23]([C:24]2[CH:25]=[CH:26][C:27]([O:30][CH3:31])=[CH:28][CH:29]=2)[C:32]2[CH:37]=[CH:36][C:35]([O:38][CH3:39])=[CH:34][CH:33]=2)=[CH:45][CH:44]=1)[CH3:2]. Given the reactants [CH2:1]([O:3][C:4](=[O:19])[CH2:5]OC1C=CC(C(=O)CCCC)=CC=1)[CH3:2].[CH2:20]([C:22]([C:40]1[CH:45]=[CH:44][C:43]([OH:46])=[CH:42][CH:41]=1)=[C:23]([C:32]1[CH:37]=[CH:36][C:35]([O:38][CH3:39])=[CH:34][CH:33]=1)[C:24]1[CH:29]=[CH:28][C:27]([O:30][CH3:31])=[CH:26][CH:25]=1)[CH3:21].BrCC(OCC)=O.C([O-])([O-])=O.[K+].[K+], predict the reaction product. (2) The product is: [CH2:2]([O:13][CH2:12][CH:10]1[CH2:11][O:9]1)[C:3]1[CH:8]=[CH:7][CH:6]=[CH:5][CH:4]=1. Given the reactants Br[CH2:2][C:3]1[CH:8]=[CH:7][CH:6]=[CH:5][CH:4]=1.[O:9]1[CH2:11][CH:10]1[CH2:12][OH:13].[H-].[Na+], predict the reaction product. (3) The product is: [Cl:14][C:13]1[C:3]2[CH2:2][N:32]([CH:30]([C:19]3[CH:20]=[N:21][C:22]([O:23][CH2:24][CH2:25][C:26]([F:28])([F:29])[F:27])=[C:17]([Cl:16])[CH:18]=3)[CH3:31])[C:5](=[O:7])[C:4]=2[CH:10]=[CH:11][N:12]=1. Given the reactants Br[CH2:2][C:3]1[C:13]([Cl:14])=[N:12][CH:11]=[CH:10][C:4]=1[C:5]([O:7]CC)=O.Cl.[Cl:16][C:17]1[CH:18]=[C:19]([CH:30]([NH2:32])[CH3:31])[CH:20]=[N:21][C:22]=1[O:23][CH2:24][CH2:25][C:26]([F:29])([F:28])[F:27], predict the reaction product. (4) Given the reactants C([N:8](CC1C=CC=CC=1)[CH:9]1[CH2:14][CH2:13][CH:12]([C:15]([OH:18])([CH3:17])[CH3:16])[CH2:11][CH2:10]1)C1C=CC=CC=1.[C:26](O)(=[O:28])[CH3:27], predict the reaction product. The product is: [C:26]([O:18][C:15]([CH:12]1[CH2:11][CH2:10][CH:9]([NH2:8])[CH2:14][CH2:13]1)([CH3:16])[CH3:17])(=[O:28])[CH3:27].